Dataset: Cav3 T-type calcium channel HTS with 100,875 compounds. Task: Binary Classification. Given a drug SMILES string, predict its activity (active/inactive) in a high-throughput screening assay against a specified biological target. (1) The compound is S(CCC(C)C)c1nc(c(cc1C#N)C(=O)C)C. The result is 0 (inactive). (2) The compound is s1cc(CN2CCN(CC2)c2ncccc2)cc1. The result is 0 (inactive). (3) The molecule is S(c1n(CC2OCCC2)c(=O)c2c(n1)cccc2)CC(=O)NCC1OCCC1. The result is 0 (inactive). (4) The drug is s1c(NC(=O)C2CN(C(=O)C2)c2ccc(cc2)CC)nnc1CC. The result is 0 (inactive).